From a dataset of Reaction yield outcomes from USPTO patents with 853,638 reactions. Predict the reaction yield, written as a fraction of the theoretical maximum amount of product (1.0 means a 100% yield; for example, 0.34 means a 34% yield). (1) The reactants are [CH3:1][O:2][C:3]([C:5]1[S:12][C:11]2[C:10]([C:13]3[NH:14][C:15]4[C:20]([CH:21]=3)=[CH:19][C:18]([C:22](C)(C)[O:23][SiH2]C(C)(C)C)=[CH:17][CH:16]=4)=[N:9][NH:8][C:7]=2[CH:6]=1)=[O:4].[F-].C([N+](CCCC)(CCCC)CCCC)CCC. The catalyst is O1CCCC1.C(OCC)(=O)C. The product is [CH3:1][O:2][C:3]([C:5]1[S:12][C:11]2[C:10]([C:13]3[NH:14][C:15]4[C:20]([CH:21]=3)=[CH:19][C:18]([CH2:22][OH:23])=[CH:17][CH:16]=4)=[N:9][NH:8][C:7]=2[CH:6]=1)=[O:4]. The yield is 0.730. (2) The reactants are [ClH:1].[CH3:2][N:3]([CH3:16])[CH2:4][CH2:5][O:6][C:7]1[CH:12]=[CH:11][C:10]([N+:13]([O-])=O)=[CH:9][CH:8]=1. The catalyst is C(O)C.[Pd]. The product is [ClH:1].[CH3:2][N:3]([CH3:16])[CH2:4][CH2:5][O:6][C:7]1[CH:12]=[CH:11][C:10]([NH2:13])=[CH:9][CH:8]=1. The yield is 0.960. (3) The reactants are [C:1]([O:5][C:6]([N:8]1[CH2:16][C:15]2[C:10](=[CH:11][CH:12]=[CH:13][C:14]=2[NH:17][CH2:18][C:19]([OH:21])=O)[CH2:9]1)=[O:7])([CH3:4])([CH3:3])[CH3:2].Cl.C[N:24]1[CH2:33][CH2:32][C:31]2[C:26](=[C:27]([N+]([O-])=O)[CH:28]=[CH:29][CH:30]=2)[C:25]1=O.[CH3:38][N:39](C(ON1N=NC2C=CC=NC1=2)=[N+](C)C)[CH3:40].F[P-](F)(F)(F)(F)F.CCN(C(C)C)C(C)C.C([O-])(O)=O.[Na+]. The catalyst is C(Cl)Cl. The product is [C:1]([O:5][C:6]([N:8]1[CH2:16][C:15]2[C:10](=[CH:11][CH:12]=[CH:13][C:14]=2[NH:17][CH2:18][C:19](=[O:21])[N:24]([CH2:25][C:26]2[CH:27]=[CH:28][CH:29]=[CH:30][CH:31]=2)[CH2:33][CH2:32][N:39]([CH3:40])[CH3:38])[CH2:9]1)=[O:7])([CH3:3])([CH3:2])[CH3:4]. The yield is 0.730. (4) The reactants are C([Si](CCCC)(CCCC)[C:6]1[C-:7]([CH2:11][O:12][CH2:13][CH2:14][CH2:15][OH:16])[CH:8]=[CH:9][CH:10]=1)CCC.[CH-:25]1[CH:29]=[CH:28][CH:27]=[CH:26]1.[Fe+2:30].[I:31]I. The catalyst is C(Cl)Cl. The product is [I:31][C:6]1[C-:7]([CH2:11][O:12][CH2:13][CH2:14][CH2:15][OH:16])[CH:8]=[CH:9][CH:10]=1.[CH-:25]1[CH:29]=[CH:28][CH:27]=[CH:26]1.[Fe+2:30]. The yield is 0.0800.